Dataset: Full USPTO retrosynthesis dataset with 1.9M reactions from patents (1976-2016). Task: Predict the reactants needed to synthesize the given product. (1) Given the product [Cl:1][C:2]1[CH:7]=[CH:6][N:5]([C:8]2[C:13]([F:14])=[CH:12][CH:11]=[CH:10][C:9]=2[F:15])[C:4](=[O:16])[C:3]=1[CH:17]=[N:20][OH:21], predict the reactants needed to synthesize it. The reactants are: [Cl:1][C:2]1[CH:7]=[CH:6][N:5]([C:8]2[C:13]([F:14])=[CH:12][CH:11]=[CH:10][C:9]=2[F:15])[C:4](=[O:16])[C:3]=1[CH:17]=O.Cl.[NH2:20][OH:21].Cl. (2) Given the product [CH2:1]([O:20][C:16]1[CH:17]=[CH:18][CH:19]=[C:12]([Br:11])[C:13]=1[CH:14]=[O:15])[C:2]1[CH:7]=[CH:6][CH:5]=[CH:4][CH:3]=1, predict the reactants needed to synthesize it. The reactants are: [CH2:1](Br)[C:2]1[CH:7]=[CH:6][CH:5]=[CH:4][CH:3]=1.[OH-].[K+].[Br:11][C:12]1[CH:19]=[CH:18][CH:17]=[C:16]([OH:20])[C:13]=1[CH:14]=[O:15]. (3) Given the product [N+:12]([C:7]1[CH:8]=[CH:9][CH:10]=[C:11]2[C:6]=1[N:5]=[CH:4][CH:3]=[C:2]2[O:23][C:20]1[CH:21]=[CH:22][C:17]([C:16]([F:15])([F:24])[F:25])=[CH:18][CH:19]=1)([O-:14])=[O:13], predict the reactants needed to synthesize it. The reactants are: Cl[C:2]1[C:11]2[C:6](=[C:7]([N+:12]([O-:14])=[O:13])[CH:8]=[CH:9][CH:10]=2)[N:5]=[CH:4][CH:3]=1.[F:15][C:16]([F:25])([F:24])[C:17]1[CH:22]=[CH:21][C:20]([OH:23])=[CH:19][CH:18]=1.C([O-])([O-])=O.[K+].[K+]. (4) The reactants are: [C:1]([C:9]1[CH:10]=[N:11][C:12]2[C:17]([C:18]=1[C:19]1[CH:20]=[C:21]([NH:25][CH2:26][C:27]3[CH:32]=[CH:31][C:30]([CH2:33][C:34]([O:36]C)=[O:35])=[CH:29][CH:28]=3)[CH:22]=[CH:23][CH:24]=1)=[CH:16][CH:15]=[CH:14][C:13]=2[C:38]([F:41])([F:40])[F:39])(=[O:8])[C:2]1[CH:7]=[CH:6][CH:5]=[CH:4][CH:3]=1.O.[OH-].[Li+].C(O)(=O)C. Given the product [C:1]([C:9]1[CH:10]=[N:11][C:12]2[C:17]([C:18]=1[C:19]1[CH:20]=[C:21]([NH:25][CH2:26][C:27]3[CH:28]=[CH:29][C:30]([CH2:33][C:34]([OH:36])=[O:35])=[CH:31][CH:32]=3)[CH:22]=[CH:23][CH:24]=1)=[CH:16][CH:15]=[CH:14][C:13]=2[C:38]([F:39])([F:40])[F:41])(=[O:8])[C:2]1[CH:7]=[CH:6][CH:5]=[CH:4][CH:3]=1, predict the reactants needed to synthesize it. (5) Given the product [NH2:20][C:17]1[CH:18]=[CH:19][C:2]([CH3:1])=[C:3]([CH:16]=1)/[CH:4]=[CH:5]/[C:6]1[C:10]2[N:11]=[CH:12][N:13]=[C:14]([NH2:15])[C:9]=2[S:8][CH:7]=1, predict the reactants needed to synthesize it. The reactants are: [CH3:1][C:2]1[CH:19]=[CH:18][C:17]([N+:20]([O-])=O)=[CH:16][C:3]=1/[CH:4]=[CH:5]/[C:6]1[C:10]2[N:11]=[CH:12][N:13]=[C:14]([NH2:15])[C:9]=2[S:8][CH:7]=1.O.O.Cl[Sn]Cl.Cl.[NH4+].[OH-].C([O-])([O-])=O.[Na+].[Na+]. (6) Given the product [CH3:24][N:25]([CH3:27])/[CH:26]=[CH:2]/[C:1]([C:4]1[CH:21]=[CH:20][C:7]([C:8]([NH:10][CH2:11][C:12]2[CH:17]=[CH:16][CH:15]=[C:14]([O:18][CH3:19])[CH:13]=2)=[O:9])=[CH:6][CH:5]=1)=[O:3], predict the reactants needed to synthesize it. The reactants are: [C:1]([C:4]1[CH:21]=[CH:20][C:7]([C:8]([NH:10][CH2:11][C:12]2[CH:17]=[CH:16][CH:15]=[C:14]([O:18][CH3:19])[CH:13]=2)=[O:9])=[CH:6][CH:5]=1)(=[O:3])[CH3:2].CO[CH:24](OC)[N:25]([CH3:27])[CH3:26]. (7) Given the product [O:25]1[CH:26]=[CH:27][C:23]([O:1][CH2:2][C@@H:3]2[O:7][C:6](=[O:8])[N:5]([C:9]3[CH:14]=[CH:13][C:12]([N:15]4[CH2:16][CH2:17][O:18][CH2:19][CH2:20]4)=[C:11]([F:21])[CH:10]=3)[CH2:4]2)=[N:24]1, predict the reactants needed to synthesize it. The reactants are: [OH:1][CH2:2][C@@H:3]1[O:7][C:6](=[O:8])[N:5]([C:9]2[CH:14]=[CH:13][C:12]([N:15]3[CH2:20][CH2:19][O:18][CH2:17][CH2:16]3)=[C:11]([F:21])[CH:10]=2)[CH2:4]1.O[C:23]1[CH:27]=[CH:26][O:25][N:24]=1.CC(OC(/N=N/C(OC(C)C)=O)=O)C.C1(P(C2C=CC=CC=2)C2C=CC=CC=2)C=CC=CC=1. (8) Given the product [Br:29][C:4]1[N:5]=[C:6]([O:22][CH3:23])[C:7]([C:9]2[CH:14]=[CH:13][C:12]([O:15][C:16]([F:19])([F:18])[F:17])=[CH:11][C:10]=2[O:20][CH3:21])=[N:8][C:3]=1[CH2:1][CH3:2], predict the reactants needed to synthesize it. The reactants are: [CH2:1]([C:3]1[C:4](N)=[N:5][C:6]([O:22][CH3:23])=[C:7]([C:9]2[CH:14]=[CH:13][C:12]([O:15][C:16]([F:19])([F:18])[F:17])=[CH:11][C:10]=2[O:20][CH3:21])[N:8]=1)[CH3:2].N([O-])=O.[Na+].[BrH:29]. (9) Given the product [C:1]([O:20][CH2:21][CH:22]([CH2:24][OH:25])[OH:23])(=[O:19])[CH2:2][CH2:3][CH2:4][CH2:5][CH2:6][CH2:7][CH2:8]/[CH:9]=[CH:10]\[CH2:11][CH2:12][CH2:13][CH2:14][CH2:15][CH2:16][CH2:17][CH3:18], predict the reactants needed to synthesize it. The reactants are: [C:1]([O:20][CH2:21][CH:22]([CH2:24][OH:25])[OH:23])(=[O:19])[CH2:2][CH2:3][CH2:4][CH2:5][CH2:6][CH2:7][CH2:8][CH2:9][CH2:10][CH2:11][CH2:12][CH2:13][CH2:14][CH2:15][CH2:16][CH2:17][CH3:18].C(OCC(CO)O)(=O)CCCCCCCCCCCCCCC. (10) The reactants are: [C:1]([O:4][CH2:5][CH2:6][CH:7]([S:12]C(=O)C)[CH2:8][CH2:9][CH2:10][CH3:11])(=[O:3])[CH3:2].CC1C=CC(S([O-])(=O)=O)=CC=1.C[N+]1C=CC=C(C)C=1F.C(N(CC)CC)C.C([O-])(=O)C.C(O)(=S)C. Given the product [C:1]([O:4][CH2:5][CH2:6][CH:7]([SH:12])[CH2:8][CH2:9][CH2:10][CH3:11])(=[O:3])[CH3:2], predict the reactants needed to synthesize it.